Dataset: Forward reaction prediction with 1.9M reactions from USPTO patents (1976-2016). Task: Predict the product of the given reaction. (1) Given the reactants C(N(C(C)C)CC)(C)C.[NH:10]1[CH2:15][CH2:14][CH2:13][CH2:12][CH2:11]1.[Br:16][C:17]1[CH:22]=[CH:21][C:20]([S:23](Cl)(=[O:25])=[O:24])=[CH:19][CH:18]=1, predict the reaction product. The product is: [Br:16][C:17]1[CH:22]=[CH:21][C:20]([S:23]([N:10]2[CH2:15][CH2:14][CH2:13][CH2:12][CH2:11]2)(=[O:25])=[O:24])=[CH:19][CH:18]=1. (2) The product is: [Cl:32][C:33]1[CH:34]=[N:35][CH:36]=[C:37]([Cl:55])[C:38]=1[C:39](=[O:47])[CH2:40][N:41]([CH2:42][C:43]([CH3:44])([CH3:46])[CH3:45])[C:27]([C:21]1[CH:20]=[N:19][N:18]([C@H:15]2[CH2:16][CH2:17][C@H:12]([C:10]([O:9][CH2:7][CH3:8])=[O:11])[C:13]([CH3:30])([CH3:31])[CH2:14]2)[C:22]=1[C:23]([F:24])([F:25])[F:26])=[O:29]. Given the reactants C(Cl)(=O)C(Cl)=O.[CH2:7]([O:9][C:10]([C@H:12]1[CH2:17][CH2:16][C@H:15]([N:18]2[C:22]([C:23]([F:26])([F:25])[F:24])=[C:21]([C:27]([OH:29])=O)[CH:20]=[N:19]2)[CH2:14][C:13]1([CH3:31])[CH3:30])=[O:11])[CH3:8].[Cl:32][C:33]1[CH:34]=[N:35][CH:36]=[C:37]([Cl:55])[C:38]=1[CH:39]([O:47][Si](CC)(CC)CC)[CH2:40][NH:41][CH2:42][C:43]([CH3:46])([CH3:45])[CH3:44].CCN(C(C)C)C(C)C.CCCC[N+](CCCC)(CCCC)CCCC.[F-].CC(OI1(OC(C)=O)(OC(C)=O)OC(=O)C2C=CC=CC1=2)=O, predict the reaction product. (3) Given the reactants Cl[CH:2]([C:7]1[CH:8]=[C:9]([C:13]2[CH:14]=[CH:15][C:16]([O:19][CH3:20])=[N:17][CH:18]=2)[O:10][C:11]=1[CH3:12])[CH2:3][CH:4]([CH3:6])[CH3:5].[NH2:21][C:22]1[CH:23]=[CH:24][C:25]([C:28]([O:30]C)=[O:29])=[N:26][CH:27]=1.C(=O)([O-])[O-].[Na+].[Na+].[I-].[Na+], predict the reaction product. The product is: [CH3:20][O:19][C:16]1[N:17]=[CH:18][C:13]([C:9]2[O:10][C:11]([CH3:12])=[C:7]([CH:2]([NH:21][C:22]3[CH:23]=[CH:24][C:25]([C:28]([OH:30])=[O:29])=[N:26][CH:27]=3)[CH2:3][CH:4]([CH3:6])[CH3:5])[CH:8]=2)=[CH:14][CH:15]=1. (4) Given the reactants [CH3:1][O:2][C:3](=[O:27])[C@@H:4]([NH2:26])[CH2:5][S:6][C:7]([C:20]1[CH:25]=[CH:24][CH:23]=[CH:22][CH:21]=1)([C:14]1[CH:19]=[CH:18][CH:17]=[CH:16][CH:15]=1)[C:8]1[CH:13]=[CH:12][CH:11]=[CH:10][CH:9]=1.[CH:28](=O)[C:29]1[CH:34]=[CH:33][CH:32]=[CH:31][CH:30]=1.[BH4-].[Na+], predict the reaction product. The product is: [CH3:1][O:2][C:3](=[O:27])[C@@H:4]([NH:26][CH2:28][C:29]1[CH:34]=[CH:33][CH:32]=[CH:31][CH:30]=1)[CH2:5][S:6][C:7]([C:8]1[CH:13]=[CH:12][CH:11]=[CH:10][CH:9]=1)([C:20]1[CH:25]=[CH:24][CH:23]=[CH:22][CH:21]=1)[C:14]1[CH:15]=[CH:16][CH:17]=[CH:18][CH:19]=1. (5) The product is: [C:1]([O:5][C:6]([N:8]1[CH2:9][CH2:10][N:11]([C:14]2[N:22]([CH2:23][CH:24]=[C:25]([CH3:27])[CH3:26])[C:21]3[C:20](=[O:28])[N:19]([CH2:38][C:39]([OH:41])=[O:40])[C:18](=[O:29])[N:17]([CH3:30])[C:16]=3[N:15]=2)[CH2:12][CH2:13]1)=[O:7])([CH3:4])([CH3:3])[CH3:2]. Given the reactants [C:1]([O:5][C:6]([N:8]1[CH2:13][CH2:12][N:11]([C:14]2[N:22]([CH2:23][CH:24]=[C:25]([CH3:27])[CH3:26])[C:21]3[C:20](=[O:28])[NH:19][C:18](=[O:29])[N:17]([CH3:30])[C:16]=3[N:15]=2)[CH2:10][CH2:9]1)=[O:7])([CH3:4])([CH3:3])[CH3:2].C(=O)([O-])[O-].[K+].[K+].Br[CH2:38][C:39]([O:41]CC)=[O:40], predict the reaction product. (6) Given the reactants [S:1]1[CH:5]=[CH:4][CH:3]=[C:2]1[S:6]([NH2:9])(=[O:8])=[O:7].[CH3:10][O-].[Na+].C=O.[P:15]([O:20]C)([O:18][CH3:19])[O:16][CH3:17], predict the reaction product. The product is: [CH3:17][O:16][P:15]([CH2:10][NH:9][S:6]([C:2]1[S:1][CH:5]=[CH:4][CH:3]=1)(=[O:8])=[O:7])(=[O:20])[O:18][CH3:19]. (7) Given the reactants [CH2:1]([NH:8][C@H:9]1[CH2:14][CH2:13][O:12][CH2:11][C@H:10]1[C:15]([O:17][CH2:18][CH3:19])=[O:16])[C:2]1[CH:7]=[CH:6][CH:5]=[CH:4][CH:3]=1.[O-]CC.[Na+].[Cl-].[NH4+], predict the reaction product. The product is: [CH2:1]([NH:8][C@@H:9]1[CH2:14][CH2:13][O:12][CH2:11][C@H:10]1[C:15]([O:17][CH2:18][CH3:19])=[O:16])[C:2]1[CH:3]=[CH:4][CH:5]=[CH:6][CH:7]=1. (8) Given the reactants [C:1]([O:5][C:6](=[O:20])[NH:7][C:8]1[CH:13]=[CH:12][C:11]([C:14]2[S:15][CH:16]=[CH:17][CH:18]=2)=[CH:10][C:9]=1[NH2:19])([CH3:4])([CH3:3])[CH3:2].[Cl:21][C:22]1[CH:29]=[CH:28][C:25]([CH2:26]Cl)=[CH:24][N:23]=1.CC[O:32]C(C)=O, predict the reaction product. The product is: [C:1]([O:5][C:6](=[O:20])[NH:7][C:8]1[CH:13]=[CH:12][C:11]([C:14]2[S:15][CH:16]=[CH:17][CH:18]=2)=[CH:10][C:9]=1[NH:19][C:26]([C:25]1[CH:24]=[N:23][C:22]([Cl:21])=[CH:29][CH:28]=1)=[O:32])([CH3:4])([CH3:2])[CH3:3]. (9) The product is: [CH3:26][C@@:11]1([CH2:12][N:13]2[CH2:18][CH2:17][N:16]([C:19]([O:21][C:22]([CH3:25])([CH3:24])[CH3:23])=[O:20])[CH2:15][CH2:14]2)[O:27][C:2]2=[N:6][C:5]([N+:7]([O-:9])=[O:8])=[CH:4][N:3]2[CH2:10]1. Given the reactants Cl[C:2]1[N:3]([CH2:10][C@:11]([OH:27])([CH3:26])[CH2:12][N:13]2[CH2:18][CH2:17][N:16]([C:19]([O:21][C:22]([CH3:25])([CH3:24])[CH3:23])=[O:20])[CH2:15][CH2:14]2)[CH:4]=[C:5]([N+:7]([O-:9])=[O:8])[N:6]=1.[H-].[Na+].C(OCC)(=O)C.O, predict the reaction product. (10) Given the reactants [N-:1]=[N+:2]=[N-:3].[Na+].[Na+].[I-].Cl[CH:8]1[CH2:13][CH2:12][CH2:11][C:10]([CH3:14])=[CH:9]1, predict the reaction product. The product is: [N:1]([CH:8]1[CH2:13][CH2:12][CH2:11][C:10]([CH3:14])=[CH:9]1)=[N+:2]=[N-:3].